From a dataset of Full USPTO retrosynthesis dataset with 1.9M reactions from patents (1976-2016). Predict the reactants needed to synthesize the given product. (1) Given the product [F:43][C:2]1([F:1])[CH2:5][CH:4]([C:6]2[CH:11]=[C:10]([CH2:12][N:13]3[CH2:14][C:15]4([CH2:20][C:19]([N:21]5[CH2:22][CH2:23][C:24]([CH3:32])([C:27]([OH:29])=[O:28])[CH2:25][CH2:26]5)=[N:18][O:17]4)[CH2:16]3)[CH:9]=[C:8]([O:33][CH2:34][CH3:35])[C:7]=2[C:36]2[CH:37]=[CH:38][C:39]([F:42])=[CH:40][CH:41]=2)[CH2:3]1, predict the reactants needed to synthesize it. The reactants are: [F:1][C:2]1([F:43])[CH2:5][CH:4]([C:6]2[CH:11]=[C:10]([CH2:12][N:13]3[CH2:16][C:15]4([CH2:20][C:19]([N:21]5[CH2:26][CH2:25][C:24]([CH3:32])([C:27]([O:29]CC)=[O:28])[CH2:23][CH2:22]5)=[N:18][O:17]4)[CH2:14]3)[CH:9]=[C:8]([O:33][CH2:34][CH3:35])[C:7]=2[C:36]2[CH:41]=[CH:40][C:39]([F:42])=[CH:38][CH:37]=2)[CH2:3]1.[OH-].[Na+].C(O)C.Cl. (2) Given the product [NH2:7][C:6]1[N:2]([CH3:1])[N:3]=[CH:4][C:5]=1[CH2:27][CH2:28][CH2:29][N:35]1[C:31](=[O:41])[C:32]2=[CH:40][CH:39]=[CH:38][CH:37]=[C:33]2[C:34]1=[O:36], predict the reactants needed to synthesize it. The reactants are: [CH3:1][N:2]1[C:6]([NH:7]C(C2C=CC=CC=2)(C2C=CC=CC=2)C2C=CC=CC=2)=[C:5]([CH2:27][CH2:28][CH2:29]O)[CH:4]=[N:3]1.[C:31]1(=[O:41])[NH:35][C:34](=[O:36])[C:33]2=[CH:37][CH:38]=[CH:39][CH:40]=[C:32]12.C1(P(C2C=CC=CC=2)C2C=CC=CC=2)C=CC=CC=1.N(C(OC(C)C)=O)=NC(OC(C)C)=O.Cl.